From a dataset of Forward reaction prediction with 1.9M reactions from USPTO patents (1976-2016). Predict the product of the given reaction. (1) Given the reactants [Br:1][C:2]1[C:3]([N:22]([CH3:27])[S:23]([CH3:26])(=[O:25])=[O:24])=[CH:4][C:5]2[O:9][C:8]([C:10]3[CH:15]=[CH:14][C:13]([F:16])=[CH:12][CH:11]=3)=[C:7]([C:17]([O:19]C)=[O:18])[C:6]=2[CH:21]=1.O[Li].O, predict the reaction product. The product is: [Br:1][C:2]1[C:3]([N:22]([CH3:27])[S:23]([CH3:26])(=[O:24])=[O:25])=[CH:4][C:5]2[O:9][C:8]([C:10]3[CH:15]=[CH:14][C:13]([F:16])=[CH:12][CH:11]=3)=[C:7]([C:17]([OH:19])=[O:18])[C:6]=2[CH:21]=1. (2) Given the reactants Br[C:2]1[C:14]2[CH:13]=[CH:12][CH:11]=[CH:10][C:9]=2[C:8]2[C:7]3[C:15]4[C:20]([C:21](Br)=[CH:22][C:6]=3[O:5][C:4]=2[CH:3]=1)=[CH:19][CH:18]=[CH:17][CH:16]=4.C1(P(C2CCCCC2)[C:31]2[CH:36]=[CH:35][CH:34]=[CH:33][C:32]=2[C:31]2[C:36](OC)=[CH:35][CH:34]=[CH:33][C:32]=2OC)CCCCC1.P([O-])([O-])([O-])=O.[K+].[K+].[K+].[C:61]1(B(O)O)[CH:66]=[CH:65][CH:64]=[CH:63][CH:62]=1, predict the reaction product. The product is: [C:61]1([C:21]2[C:16]3[CH:17]=[CH:18][CH:19]=[CH:20][C:15]=3[C:7]3[C:8]4[C:9]5[C:14]([C:2]([C:31]6[CH:32]=[CH:33][CH:34]=[CH:35][CH:36]=6)=[CH:3][C:4]=4[O:5][C:6]=3[CH:22]=2)=[CH:13][CH:12]=[CH:11][CH:10]=5)[CH:66]=[CH:65][CH:64]=[CH:63][CH:62]=1.